This data is from Full USPTO retrosynthesis dataset with 1.9M reactions from patents (1976-2016). The task is: Predict the reactants needed to synthesize the given product. (1) Given the product [Cl:25][C:10]1[N:11]=[N:12][C:7]([N:1]2[CH2:2][CH2:3][CH2:4][CH2:5][CH2:6]2)=[C:8]2[O:16][CH2:15][CH2:14][O:13][C:9]=12, predict the reactants needed to synthesize it. The reactants are: [N:1]1([C:7]2[N:12]=[N:11][CH:10]=[C:9]3[O:13][CH2:14][CH2:15][O:16][C:8]=23)[CH2:6][CH2:5][CH2:4][CH2:3][CH2:2]1.C([N-]C(C)C)(C)C.[Li+].[Cl:25]C(Cl)(Cl)C(Cl)(Cl)Cl. (2) Given the product [C:35]([CH2:37][C:38]([N:7]([C:8]1[CH:9]=[CH:10][C:11]([C:14]2([C:18]([O:20][CH3:21])=[O:19])[CH2:15][CH2:16][CH2:17]2)=[CH:12][CH:13]=1)[CH2:6][CH2:5][C:4]([O:3][CH2:1][CH3:2])=[O:22])=[O:39])#[N:36], predict the reactants needed to synthesize it. The reactants are: [CH2:1]([O:3][C:4](=[O:22])[CH2:5][CH2:6][NH:7][C:8]1[CH:13]=[CH:12][C:11]([C:14]2([C:18]([O:20][CH3:21])=[O:19])[CH2:17][CH2:16][CH2:15]2)=[CH:10][CH:9]=1)[CH3:2].[Cl-].C(N(CC)CCC[NH+](C)C)#N.[C:35]([CH2:37][C:38](O)=[O:39])#[N:36]. (3) The reactants are: [Si:1]([O:8][CH:9]([C:22]1[O:23][C:24]([C:27]([OH:29])=[O:28])=[CH:25][N:26]=1)[CH2:10][CH2:11][CH2:12][CH2:13][CH2:14][CH2:15][C:16]1[CH:21]=[CH:20][CH:19]=[CH:18][CH:17]=1)([C:4]([CH3:7])([CH3:6])[CH3:5])([CH3:3])[CH3:2].[C:30]1(C)C=CC=CC=1.[Si](C=[N+]=[N-])(C)(C)C.C(O)(=O)C. Given the product [O:8]([CH:9]([C:22]1[O:23][C:24]([C:27]([O:29][CH3:30])=[O:28])=[CH:25][N:26]=1)[CH2:10][CH2:11][CH2:12][CH2:13][CH2:14][CH2:15][C:16]1[CH:21]=[CH:20][CH:19]=[CH:18][CH:17]=1)[Si:1]([C:4]([CH3:7])([CH3:5])[CH3:6])([CH3:2])[CH3:3], predict the reactants needed to synthesize it. (4) Given the product [CH2:13]([N:3]1[C:11]2[C:6](=[CH:7][CH:8]=[CH:9][CH:10]=2)[CH2:5][CH2:4]1)[CH3:14], predict the reactants needed to synthesize it. The reactants are: [H-].[Na+].[NH:3]1[C:11]2[C:6](=[CH:7][CH:8]=[CH:9][CH:10]=2)[CH2:5][CH2:4]1.I[CH2:13][CH3:14]. (5) Given the product [CH3:26][C:24]1[CH:23]=[CH:22][C:21]([O:27][CH2:28][C:29]2[CH:30]=[CH:31][C:32]([F:35])=[CH:33][CH:34]=2)=[C:20]([C:15]2[N:14]([C:6]3[CH:5]=[C:4]([C:9]([NH:10][C:11](=[O:13])[CH3:12])=[CH:8][CH:7]=3)[C:3]([OH:36])=[O:2])[C:18]([CH3:19])=[CH:17][CH:16]=2)[CH:25]=1, predict the reactants needed to synthesize it. The reactants are: C[O:2][C:3](=[O:36])[C:4]1[C:9]([NH:10][C:11](=[O:13])[CH3:12])=[CH:8][CH:7]=[C:6]([N:14]2[C:18]([CH3:19])=[CH:17][CH:16]=[C:15]2[C:20]2[CH:25]=[C:24]([CH3:26])[CH:23]=[CH:22][C:21]=2[O:27][CH2:28][C:29]2[CH:34]=[CH:33][C:32]([F:35])=[CH:31][CH:30]=2)[CH:5]=1.